Dataset: Full USPTO retrosynthesis dataset with 1.9M reactions from patents (1976-2016). Task: Predict the reactants needed to synthesize the given product. (1) Given the product [F:29][C:24]1[C:23]([C:12]2[CH:13]=[C:14]3[C@:15]4([CH2:21][CH2:20][O:19][CH2:18][C:17]([NH2:22])=[N:16]4)[C:4]4[CH:3]=[C:2]([C:43]5[CH:42]=[CH:41][N:40]=[C:39]([F:38])[CH:44]=5)[N:7]=[CH:6][C:5]=4[O:8][C:9]3=[CH:10][CH:11]=2)=[CH:28][CH:27]=[CH:26][N:25]=1, predict the reactants needed to synthesize it. The reactants are: Cl[C:2]1[N:7]=[CH:6][C:5]2[O:8][C:9]3[C:14]([C:15]4([CH2:21][CH2:20][O:19][CH2:18][C:17]([NH2:22])=[N:16]4)[C:4]=2[CH:3]=1)=[CH:13][C:12]([C:23]1[C:24]([F:29])=[N:25][CH:26]=[CH:27][CH:28]=1)=[CH:11][CH:10]=3.P([O-])([O-])([O-])=O.[K+].[K+].[K+].[F:38][C:39]1[CH:44]=[C:43](B(O)O)[CH:42]=[CH:41][N:40]=1.O1CCOCC1. (2) Given the product [CH3:31][C@@:11]1([CH2:12][N:13]2[CH2:18][CH2:17][CH:16]([O:19][C:20]3[CH:25]=[CH:24][C:23]([C:26]([F:29])([F:28])[F:27])=[CH:22][CH:21]=3)[CH2:15][CH2:14]2)[O:30][C:2]2=[N:6][C:5]([N+:7]([O-:9])=[O:8])=[CH:4][N:3]2[CH2:10]1, predict the reactants needed to synthesize it. The reactants are: Cl[C:2]1[N:3]([CH2:10][C@@:11]([CH3:31])([OH:30])[CH2:12][N:13]2[CH2:18][CH2:17][CH:16]([O:19][C:20]3[CH:25]=[CH:24][C:23]([C:26]([F:29])([F:28])[F:27])=[CH:22][CH:21]=3)[CH2:15][CH2:14]2)[CH:4]=[C:5]([N+:7]([O-:9])=[O:8])[N:6]=1.[H-].[Na+].O. (3) Given the product [CH3:22][CH:3]1[N:2]([CH3:1])[C:11]2[C:6](=[CH:7][C:8]([C:18]([F:19])([F:21])[F:20])=[C:9]([C:12]3[CH:13]=[N:14][N:15]([CH3:17])[CH:16]=3)[CH:10]=2)[N:5]([C:24]2[C:28]3[CH2:29][N:30]([C:33]([O:35][C:36]([CH3:38])([CH3:39])[CH3:37])=[O:34])[CH2:31][CH2:32][C:27]=3[N:26]([CH:40]3[CH2:41][CH2:42][O:43][CH2:44][CH2:45]3)[N:25]=2)[CH2:4]1, predict the reactants needed to synthesize it. The reactants are: [CH3:1][N:2]1[C:11]2[C:6](=[CH:7][C:8]([C:18]([F:21])([F:20])[F:19])=[C:9]([C:12]3[CH:13]=[N:14][N:15]([CH3:17])[CH:16]=3)[CH:10]=2)[NH:5][CH2:4][CH:3]1[CH3:22].Br[C:24]1[C:28]2[CH2:29][N:30]([C:33]([O:35][C:36]([CH3:39])([CH3:38])[CH3:37])=[O:34])[CH2:31][CH2:32][C:27]=2[N:26]([CH:40]2[CH2:45][CH2:44][O:43][CH2:42][CH2:41]2)[N:25]=1.C(O[Na])(C)(C)C.C1(P(C2CCCCC2)C2C=CC=CC=2C2C(OC(C)C)=CC=CC=2OC(C)C)CCCCC1. (4) Given the product [CH3:3][CH:2]([O:4][C:5]1[CH:6]=[CH:7][C:8]([C:11](=[O:13])[CH3:12])=[N:9][CH:10]=1)[CH3:1], predict the reactants needed to synthesize it. The reactants are: [CH3:1][CH:2]([O:4][C:5]1[CH:6]=[CH:7][C:8]([CH:11]([OH:13])[CH3:12])=[N:9][CH:10]=1)[CH3:3].CC1(C)N([O])C(C)(C)CCC1.ClN1C(=O)N(Cl)C(=O)N(Cl)C1=O. (5) Given the product [C:15]([N:18]1[C:27]2[C:22](=[CH:23][C:24]([C:2]3[CH:7]=[CH:6][C:5]([CH2:8][N:9]4[CH2:14][CH2:13][CH2:12][CH2:11][CH2:10]4)=[CH:4][N:3]=3)=[CH:25][CH:26]=2)[C@H:21]([NH:37][C:38](=[O:43])[O:39][CH:40]([CH3:41])[CH3:42])[CH2:20][C@@H:19]1[CH3:44])(=[O:17])[CH3:16], predict the reactants needed to synthesize it. The reactants are: Br[C:2]1[CH:7]=[CH:6][C:5]([CH2:8][N:9]2[CH2:14][CH2:13][CH2:12][CH2:11][CH2:10]2)=[CH:4][N:3]=1.[C:15]([N:18]1[C:27]2[C:22](=[CH:23][C:24](B3OC(C)(C)C(C)(C)O3)=[CH:25][CH:26]=2)[C@H:21]([NH:37][C:38](=[O:43])[O:39][CH:40]([CH3:42])[CH3:41])[CH2:20][C@@H:19]1[CH3:44])(=[O:17])[CH3:16].C(N1C2C(=CC(B3OC(C)(C)C(C)(C)O3)=CC=2)C(NC(=O)OC(C)C)CC1C)(=O)C.C(=O)([O-])[O-].[K+].[K+].